The task is: Predict the reaction yield, written as a fraction of the theoretical maximum amount of product (1.0 means a 100% yield; for example, 0.34 means a 34% yield).. This data is from Reaction yield outcomes from USPTO patents with 853,638 reactions. (1) The reactants are [Br:1][C:2]1[CH:7]=[CH:6][C:5]([N:8]2[CH:12]=[C:11]([C:13]([O:15]CC)=[O:14])[N:10]=[C:9]2[C:18]2[CH:23]=[CH:22][C:21]([Cl:24])=[CH:20][C:19]=2[Cl:25])=[CH:4][CH:3]=1.[Li+].[OH-].O.Cl. The catalyst is C1COCC1. The product is [Br:1][C:2]1[CH:3]=[CH:4][C:5]([N:8]2[CH:12]=[C:11]([C:13]([OH:15])=[O:14])[N:10]=[C:9]2[C:18]2[CH:23]=[CH:22][C:21]([Cl:24])=[CH:20][C:19]=2[Cl:25])=[CH:6][CH:7]=1. The yield is 0.860. (2) The reactants are [CH:1]1([C:4]2[CH:11]=[CH:10][C:7]([CH:8]=[O:9])=[CH:6][CH:5]=2)[CH2:3][CH2:2]1.Br[C:13]1C=CC(C2CCC2)=CC=1.[Li]CCCC.CCCCCC.CN(C=O)C. No catalyst specified. The product is [CH:1]1([C:4]2[CH:5]=[CH:6][C:7]([CH:8]=[O:9])=[CH:10][CH:11]=2)[CH2:3][CH2:2][CH2:13]1. The yield is 0.670. (3) The reactants are [CH3:1][C:2]1[S:3][CH:4]=[C:5]([C:7]2[CH:11]=[C:10]([C:12]([OH:14])=O)[NH:9][N:8]=2)[N:6]=1.[NH2:15][C@@H:16]([CH3:32])[CH2:17][N:18]1[CH:22]=[CH:21][C:20]([C:23]2[CH:30]=[CH:29][C:26]([C:27]#[N:28])=[C:25]([Cl:31])[CH:24]=2)=[N:19]1. No catalyst specified. The product is [Cl:31][C:25]1[CH:24]=[C:23]([C:20]2[CH:21]=[CH:22][N:18]([CH2:17][C@@H:16]([NH:15][C:12]([C:10]3[CH:11]=[C:7]([C:5]4[N:6]=[C:2]([CH3:1])[S:3][CH:4]=4)[NH:8][N:9]=3)=[O:14])[CH3:32])[N:19]=2)[CH:30]=[CH:29][C:26]=1[C:27]#[N:28]. The yield is 0.180. (4) The reactants are Br[C:2]1[CH:3]=[C:4]([N:8]2[C:16]3[CH:15]=[C:14]([O:17][CH3:18])[N:13]=[CH:12][C:11]=3[C:10]([C:19]([NH2:21])=[O:20])=[N:9]2)[CH:5]=[CH:6][CH:7]=1.[C:22]([C@:24]1([OH:31])[CH2:28][CH2:27][N:26]([CH3:29])[C:25]1=[O:30])#[CH:23]. No catalyst specified. The product is [OH:31][C@@:24]1([C:22]#[C:23][C:2]2[CH:3]=[C:4]([N:8]3[C:16]4[CH:15]=[C:14]([O:17][CH3:18])[N:13]=[CH:12][C:11]=4[C:10]([C:19]([NH2:21])=[O:20])=[N:9]3)[CH:5]=[CH:6][CH:7]=2)[CH2:28][CH2:27][N:26]([CH3:29])[C:25]1=[O:30]. The yield is 0.120. (5) The reactants are COC1C=C(OC)C=CC=1C[N:6]([C:30]1[CH:35]=[CH:34][N:33]=[CH:32][N:31]=1)[S:7]([C:10]1[CH:15]=[CH:14][C:13]([O:16][C@H:17]2[CH2:22][CH2:21][CH2:20][CH2:19][C@@H:18]2[C:23]2[N:27]([CH3:28])[N:26]=[CH:25][CH:24]=2)=[CH:12][C:11]=1[F:29])(=[O:9])=[O:8].C([SiH](CC)CC)C.FC(F)(F)C(O)=O. The catalyst is ClCCl. The product is [F:29][C:11]1[CH:12]=[C:13]([O:16][C@H:17]2[CH2:22][CH2:21][CH2:20][CH2:19][C@@H:18]2[C:23]2[N:27]([CH3:28])[N:26]=[CH:25][CH:24]=2)[CH:14]=[CH:15][C:10]=1[S:7]([NH:6][C:30]1[CH:35]=[CH:34][N:33]=[CH:32][N:31]=1)(=[O:8])=[O:9]. The yield is 0.880. (6) The reactants are [Cl:1][C:2]1[C:7]([Cl:8])=[CH:6][C:5]([CH:9]([NH:11]C(=O)OCC2C=CC=CC=2)[CH3:10])=[C:4]([O:22][CH3:23])[C:3]=1[CH:24]1[CH2:27][N:26]([CH2:28][C:29]([F:32])([F:31])[F:30])[CH2:25]1.[ClH:33].O. The catalyst is CO. The product is [ClH:1].[ClH:33].[Cl:1][C:2]1[C:7]([Cl:8])=[CH:6][C:5]([CH:9]([NH2:11])[CH3:10])=[C:4]([O:22][CH3:23])[C:3]=1[CH:24]1[CH2:25][N:26]([CH2:28][C:29]([F:30])([F:32])[F:31])[CH2:27]1. The yield is 0.990. (7) The reactants are [CH3:1][O:2][C:3]1[CH:4]=[CH:5][C:6]([CH2:15][CH:16]2[S:20][C:19](=[O:21])[NH:18][C:17]2=[O:22])=[C:7]2[C:12]=1[N:11]([CH3:13])[C:10](=[O:14])[CH:9]=[CH:8]2.Br[CH2:24][C:25]([O:27][CH3:28])=[O:26].C(=O)([O-])[O-].[K+].[K+].O. The catalyst is CN(C=O)C. The product is [CH3:28][O:27][C:25]([CH2:24][N:18]1[C:17](=[O:22])[CH:16]([CH2:15][C:6]2[CH:5]=[CH:4][C:3]([O:2][CH3:1])=[C:12]3[C:7]=2[CH:8]=[CH:9][C:10](=[O:14])[N:11]3[CH3:13])[S:20][C:19]1=[O:21])=[O:26]. The yield is 0.570.